Dataset: Catalyst prediction with 721,799 reactions and 888 catalyst types from USPTO. Task: Predict which catalyst facilitates the given reaction. (1) Reactant: C(S[C:4]1[CH:9]=[C:8]([C:10]([F:13])([F:12])[F:11])[CH:7]=[CH:6][C:5]=1[C:14]1[N:27]([CH3:28])[C:17]2=[N:18][CH:19]=[C:20]([S:22][C:23]([F:26])([F:25])[F:24])[CH:21]=[C:16]2[N:15]=1)C.Cl[C:30]1C=CC=C(C(OO)=O)[CH:31]=1.C(=O)([O-])O.[Na+].[S:45]([O-:49])([O-])(=[O:47])=S.[Na+].[Na+]. Product: [CH2:30]([S:45]([C:4]1[CH:9]=[C:8]([C:10]([F:11])([F:12])[F:13])[CH:7]=[CH:6][C:5]=1[C:14]1[N:27]([CH3:28])[C:17]2=[N:18][CH:19]=[C:20]([S:22][C:23]([F:26])([F:24])[F:25])[CH:21]=[C:16]2[N:15]=1)(=[O:49])=[O:47])[CH3:31]. The catalyst class is: 22. (2) Reactant: [CH:1]1([CH2:7][CH2:8][CH2:9][C@@H:10]([C:19]2[O:23][N:22]=[C:21]([C:24]([N:26]3[CH2:31][CH2:30][CH:29]([C:32]4[CH:37]=[CH:36][N:35]=[CH:34][CH:33]=4)[CH2:28][CH2:27]3)=[O:25])[N:20]=2)[CH2:11][C:12]([O:14]C(C)(C)C)=[O:13])[CH2:6][CH2:5][CH2:4][CH2:3][CH2:2]1.FC(F)(F)C(O)=O. Product: [CH:1]1([CH2:7][CH2:8][CH2:9][C@@H:10]([C:19]2[O:23][N:22]=[C:21]([C:24]([N:26]3[CH2:31][CH2:30][CH:29]([C:32]4[CH:33]=[CH:34][N:35]=[CH:36][CH:37]=4)[CH2:28][CH2:27]3)=[O:25])[N:20]=2)[CH2:11][C:12]([OH:14])=[O:13])[CH2:2][CH2:3][CH2:4][CH2:5][CH2:6]1. The catalyst class is: 4.